Dataset: Reaction yield outcomes from USPTO patents with 853,638 reactions. Task: Predict the reaction yield, written as a fraction of the theoretical maximum amount of product (1.0 means a 100% yield; for example, 0.34 means a 34% yield). (1) The reactants are [CH2:1]([C:3]([C:21]1[CH:32]=[CH:31][C:24]([C:25](N(OC)C)=[O:26])=[C:23]([CH3:33])[CH:22]=1)([C:6]1[CH:11]=[CH:10][C:9]([O:12][CH2:13][CH:14]([OH:19])[C:15]([CH3:18])([CH3:17])[CH3:16])=[C:8]([CH3:20])[CH:7]=1)[CH2:4][CH3:5])[CH3:2].C1COCC1.C1COCC1.[H-].[H-].[H-].[H-].[Li+].[Al+3]. The catalyst is CCOCC. The product is [CH2:1]([C:3]([C:21]1[CH:32]=[CH:31][C:24]([CH:25]=[O:26])=[C:23]([CH3:33])[CH:22]=1)([C:6]1[CH:11]=[CH:10][C:9]([O:12][CH2:13][CH:14]([OH:19])[C:15]([CH3:17])([CH3:18])[CH3:16])=[C:8]([CH3:20])[CH:7]=1)[CH2:4][CH3:5])[CH3:2]. The yield is 0.670. (2) The yield is 0.776. No catalyst specified. The reactants are [CH2:1]([O:8][C:9]1[C:14](=[O:15])[CH:13]=[C:12]([CH2:16][NH:17][S:18]([C:21]2[CH:26]=[CH:25][CH:24]=[CH:23][C:22]=2[Cl:27])(=[O:20])=[O:19])O[C:10]=1[C:28]([OH:30])=[O:29])[C:2]1[CH:7]=[CH:6][CH:5]=[CH:4][CH:3]=1.C1(S(C(N)C2[N:46](C)[C:45](C(O)=O)=C(OCC3C=CC=CC=3)C(=O)C=2)(=O)=O)C=CC=CC=1. The product is [CH2:1]([O:8][C:9]1[C:14](=[O:15])[CH:13]=[C:12]([CH2:16][NH:17][S:18]([C:21]2[CH:26]=[CH:25][CH:24]=[CH:23][C:22]=2[Cl:27])(=[O:20])=[O:19])[N:46]([CH3:45])[C:10]=1[C:28]([OH:30])=[O:29])[C:2]1[CH:7]=[CH:6][CH:5]=[CH:4][CH:3]=1. (3) The yield is 0.720. The catalyst is CN(C=O)C.C(Cl)Cl.O. The product is [CH2:50]([N:57]([CH2:74][C@@H:75]([C:84]1[CH:93]=[CH:92][C:91]([O:94][CH2:95][C:96]2[CH:101]=[CH:100][CH:99]=[CH:98][CH:97]=2)=[C:90]2[C:85]=1[CH:86]=[CH:87][C:88](=[O:102])[NH:89]2)[O:76][Si:77]([C:80]([CH3:83])([CH3:82])[CH3:81])([CH3:79])[CH3:78])[CH2:58][CH2:59][C:60]1[CH:61]=[C:62]([NH:66][C:67]([CH2:68][CH2:69][CH2:70][N:32]([CH3:31])[C:33]([CH2:34][CH2:35][N:36]2[CH2:37][CH2:12][CH:11]([O:10][C:8](=[O:9])[NH:7][C:2]3[CH:3]=[CH:4][CH:5]=[CH:6][C:1]=3[C:22]3[CH:23]=[CH:24][CH:25]=[CH:26][CH:27]=3)[CH2:16][CH2:38]2)=[O:40])=[O:73])[CH:63]=[CH:64][CH:65]=1)[C:51]1[CH:56]=[CH:55][CH:54]=[CH:53][CH:52]=1. The reactants are [C:1]1([C:22]2[CH:27]=[CH:26][CH:25]=[CH:24][CH:23]=2)[CH:6]=[CH:5][CH:4]=[CH:3][C:2]=1[NH:7][C:8]([O:10][CH:11]1[CH2:16]CN(CCC(O)=O)C[CH2:12]1)=[O:9].CCN=[C:31]=[N:32][CH2:33][CH2:34][CH2:35][N:36]([CH3:38])[CH3:37].Cl.[OH:40]N1C2N=CC=CC=2N=N1.[CH2:50]([N:57]([CH2:74][C@@H:75]([C:84]1[CH:93]=[CH:92][C:91]([O:94][CH2:95][C:96]2[CH:101]=[CH:100][CH:99]=[CH:98][CH:97]=2)=[C:90]2[C:85]=1[CH:86]=[CH:87][C:88](=[O:102])[NH:89]2)[O:76][Si:77]([C:80]([CH3:83])([CH3:82])[CH3:81])([CH3:79])[CH3:78])[CH2:58][CH2:59][C:60]1[CH:61]=[C:62]([NH:66][C:67](=[O:73])[CH2:68][CH2:69][CH2:70]NC)[CH:63]=[CH:64][CH:65]=1)[C:51]1[CH:56]=[CH:55][CH:54]=[CH:53][CH:52]=1.N1C(C)=CC=CC=1C.